From a dataset of Forward reaction prediction with 1.9M reactions from USPTO patents (1976-2016). Predict the product of the given reaction. (1) Given the reactants [C:1]([O:5][C:6]([NH:8][CH:9]1[CH2:12][N:11]([C:13]([O:15][CH2:16][C:17]2[CH:22]=[CH:21][CH:20]=[CH:19][CH:18]=2)=[O:14])[CH2:10]1)=[O:7])([CH3:4])([CH3:3])[CH3:2].[H-].[Na+].[CH2:25](I)[CH2:26][CH3:27].CN(C=O)C, predict the reaction product. The product is: [C:1]([O:5][C:6]([N:8]([CH2:25][CH2:26][CH3:27])[CH:9]1[CH2:10][N:11]([C:13]([O:15][CH2:16][C:17]2[CH:22]=[CH:21][CH:20]=[CH:19][CH:18]=2)=[O:14])[CH2:12]1)=[O:7])([CH3:4])([CH3:2])[CH3:3]. (2) Given the reactants C([O:3][C:4](=O)[CH:5]=[C:6]([O:24][C:25]1[CH:30]=[CH:29][CH:28]=[CH:27][C:26]=1[Cl:31])[CH2:7][NH:8][C@H:9]([C:20]([O:22][CH3:23])=[O:21])[CH2:10][CH2:11][O:12][Si:13]([C:16]([CH3:19])([CH3:18])[CH3:17])([CH3:15])[CH3:14])C, predict the reaction product. The product is: [CH3:23][O:22][C:20](=[O:21])[C@@H:9]([N:8]1[CH2:7][C:6]([O:24][C:25]2[CH:30]=[CH:29][CH:28]=[CH:27][C:26]=2[Cl:31])=[CH:5][C:4]1=[O:3])[CH2:10][CH2:11][O:12][Si:13]([C:16]([CH3:19])([CH3:18])[CH3:17])([CH3:14])[CH3:15]. (3) Given the reactants [F:1][C:2]([F:28])([C:20]1[CH:25]=[CH:24][C:23]([CH2:26][F:27])=[CH:22][N:21]=1)[CH2:3][N:4]1[CH2:9][CH2:8][CH:7]([NH:10][C:11]2[C:12]3[CH:19]=[CH:18][NH:17][C:13]=3[N:14]=[CH:15][N:16]=2)[CH2:6][CH2:5]1.[ClH:29], predict the reaction product. The product is: [ClH:29].[F:28][C:2]([F:1])([C:20]1[CH:25]=[CH:24][C:23]([CH2:26][F:27])=[CH:22][N:21]=1)[CH2:3][N:4]1[CH2:9][CH2:8][CH:7]([NH:10][C:11]2[C:12]3[CH:19]=[CH:18][NH:17][C:13]=3[N:14]=[CH:15][N:16]=2)[CH2:6][CH2:5]1. (4) Given the reactants Cl.[NH:2]1[CH2:7][CH2:6][CH:5]([C:8]2[C:16]3[C:11](=[C:12]([C:22]([NH2:24])=[O:23])[CH:13]=[C:14]([C:17]4[CH:21]=[CH:20][S:19][CH:18]=4)[CH:15]=3)[NH:10][N:9]=2)[CH2:4][CH2:3]1.[CH2:25]([S:27](Cl)(=[O:29])=[O:28])[CH3:26].C(N(CC)CC)C, predict the reaction product. The product is: [CH2:25]([S:27]([N:2]1[CH2:7][CH2:6][CH:5]([C:8]2[C:16]3[C:11](=[C:12]([C:22]([NH2:24])=[O:23])[CH:13]=[C:14]([C:17]4[CH:21]=[CH:20][S:19][CH:18]=4)[CH:15]=3)[NH:10][N:9]=2)[CH2:4][CH2:3]1)(=[O:29])=[O:28])[CH3:26].